This data is from Reaction yield outcomes from USPTO patents with 853,638 reactions. The task is: Predict the reaction yield, written as a fraction of the theoretical maximum amount of product (1.0 means a 100% yield; for example, 0.34 means a 34% yield). The reactants are O/N=[CH:3]/[C:4]([NH:6][C:7]1[CH:12]=[CH:11][C:10]([O:13][C:14]([F:17])([F:16])[F:15])=[CH:9][CH:8]=1)=[O:5].C([O-])([O-])=[O:19].[Na+].[Na+]. The catalyst is OS(O)(=O)=O. The product is [F:15][C:14]([F:17])([F:16])[O:13][C:10]1[CH:9]=[C:8]2[C:7](=[CH:12][CH:11]=1)[NH:6][C:4](=[O:5])[C:3]2=[O:19]. The yield is 0.290.